Dataset: Full USPTO retrosynthesis dataset with 1.9M reactions from patents (1976-2016). Task: Predict the reactants needed to synthesize the given product. (1) Given the product [C:28]([O:31][CH2:32][C:33]1[CH:34]=[CH:35][C:36]([CH2:40][C:41]2[CH:42]=[CH:43][C:44]([CH2:1][O:4][CH3:5])=[CH:45][CH:46]=2)=[C:37]([OH:39])[CH:38]=1)(=[O:30])[CH3:29], predict the reactants needed to synthesize it. The reactants are: [C:1]([O:4][CH:5]=C)(=O)C.CCCC[Sn](Cl)(O[Sn](Cl)(CCCC)CCCC)CCCC.[C:28]([O:31][CH2:32][C:33]1[CH:34]=[CH:35][C:36]([CH2:40][C:41]2[CH:46]=[CH:45][C:44](OC)=[CH:43][CH:42]=2)=[C:37]([OH:39])[CH:38]=1)(=[O:30])[CH3:29]. (2) Given the product [F:1][C:2]1[C:15]([O:16][CH2:22][O:23][CH2:24][CH2:25][O:26][CH3:27])=[CH:14][C:13]2[O:12][C:11]3[C:6](=[CH:7][C:8]([F:18])=[C:9]([O:17][CH2:22][O:23][CH2:24][CH2:25][O:26][CH3:27])[CH:10]=3)[C:5](=[O:19])[C:4]=2[CH:3]=1, predict the reactants needed to synthesize it. The reactants are: [F:1][C:2]1[C:15]([OH:16])=[CH:14][C:13]2[O:12][C:11]3[C:6](=[CH:7][C:8]([F:18])=[C:9]([OH:17])[CH:10]=3)[C:5](=[O:19])[C:4]=2[CH:3]=1.[H-].[Na+].[CH3:22][O:23][CH2:24][CH2:25][O:26][CH2:27]Cl.